Dataset: Full USPTO retrosynthesis dataset with 1.9M reactions from patents (1976-2016). Task: Predict the reactants needed to synthesize the given product. (1) Given the product [C:16](=[O:17])([O-:19])[O-:18].[Yb+3:4].[C:16](=[O:17])([O-:19])[O-:18].[C:16](=[O:17])([O-:19])[O-:18].[Yb+3:4], predict the reactants needed to synthesize it. The reactants are: [O-2].[O-2].[O-2].[Yb+3:4].[Yb+3].[N+]([O-])(O)=O.Cl.S(=O)(=O)(O)O.[C:16](=[O:19])([O-:18])[O-:17]. (2) Given the product [Br:8][C:9]1[CH:10]=[C:11]2[C:16](=[CH:17][C:18]=1[CH2:19][N:20]1[CH2:24][CH2:23][C@@H:22]([N:25]([CH3:26])[C:5](=[O:7])[CH3:6])[CH2:21]1)[N:15]=[CH:14][N:13]([NH:27][C:28]1[CH:33]=[C:32]([Cl:34])[CH:31]=[CH:30][C:29]=1[S:35]([CH2:38][CH3:39])(=[O:37])=[O:36])[C:12]2=[O:40], predict the reactants needed to synthesize it. The reactants are: C(O[C:5](=[O:7])[CH3:6])(=O)C.[Br:8][C:9]1[CH:10]=[C:11]2[C:16](=[CH:17][C:18]=1[CH2:19][N:20]1[CH2:24][CH2:23][C@@H:22]([NH:25][CH3:26])[CH2:21]1)[N:15]=[CH:14][N:13]([NH:27][C:28]1[CH:33]=[C:32]([Cl:34])[CH:31]=[CH:30][C:29]=1[S:35]([CH2:38][CH3:39])(=[O:37])=[O:36])[C:12]2=[O:40]. (3) Given the product [C:4]([CH:3]([NH:2][C:34]([C:32]1[N:31]=[N:30][N:29]([CH2:28][CH2:27][NH:26][C:24](=[O:25])[CH2:23][CH:15]2[CH2:16][C:17]3[C:22](=[CH:21][CH:20]=[CH:19][CH:18]=3)[CH2:14]2)[CH:33]=1)=[O:35])[C:6]1[CH:11]=[CH:10][C:9]([CH2:12][CH3:13])=[CH:8][CH:7]=1)#[N:5], predict the reactants needed to synthesize it. The reactants are: Cl.[NH2:2][CH:3]([C:6]1[CH:11]=[CH:10][C:9]([CH2:12][CH3:13])=[CH:8][CH:7]=1)[C:4]#[N:5].[CH2:14]1[C:22]2[C:17](=[CH:18][CH:19]=[CH:20][CH:21]=2)[CH2:16][CH:15]1[CH2:23][C:24]([NH:26][CH2:27][CH2:28][N:29]1[CH:33]=[C:32]([C:34](O)=[O:35])[N:31]=[N:30]1)=[O:25]. (4) Given the product [Cl:14][C:13]1[C:3]([O:2][CH3:1])=[C:4]([C:5](=[N:21][OH:22])[CH3:6])[CH:10]=[C:11]([O:15][CH2:16][CH:17]=[C:18]([Cl:20])[Cl:19])[CH:12]=1, predict the reactants needed to synthesize it. The reactants are: [CH3:1][O:2][C:3]1[C:13]([Cl:14])=[CH:12][C:11]([O:15][CH:16]=[CH:17][CH:18]([Cl:20])[Cl:19])=[CH:10][C:4]=1[CH2:5][CH2:6]C(=O)C.[NH2:21][OH:22].